From a dataset of Reaction yield outcomes from USPTO patents with 853,638 reactions. Predict the reaction yield, written as a fraction of the theoretical maximum amount of product (1.0 means a 100% yield; for example, 0.34 means a 34% yield). (1) The reactants are C(Cl)(=O)C(Cl)=O.CS(C)=O.[F:11][C:12]1[CH:52]=[CH:51][CH:50]=[C:49]([F:53])[C:13]=1[CH2:14][N:15]1[C:20]2[S:21][C:22]([C:31]3[CH:36]=[CH:35][C:34]([NH:37][C:38]([NH:40][O:41][CH3:42])=[O:39])=[CH:33][CH:32]=3)=[C:23]([CH2:24][N:25]([CH2:27][CH2:28][O:29][CH3:30])[CH3:26])[C:19]=2[C:18](=[O:43])[N:17]([CH2:44][CH:45]([OH:47])[CH3:46])[C:16]1=[O:48].C(N(CC)CC)C.[Cl-].[NH4+]. The catalyst is ClCCl. The product is [F:53][C:49]1[CH:50]=[CH:51][CH:52]=[C:12]([F:11])[C:13]=1[CH2:14][N:15]1[C:20]2[S:21][C:22]([C:31]3[CH:32]=[CH:33][C:34]([NH:37][C:38]([NH:40][O:41][CH3:42])=[O:39])=[CH:35][CH:36]=3)=[C:23]([CH2:24][N:25]([CH2:27][CH2:28][O:29][CH3:30])[CH3:26])[C:19]=2[C:18](=[O:43])[N:17]([CH2:44][C:45](=[O:47])[CH3:46])[C:16]1=[O:48]. The yield is 0.130. (2) The reactants are Cl.[Cl:2][C:3]1[CH:19]=[CH:18][C:6]([C:7]([NH:9][C:10]2([C:16]#[N:17])[CH2:15][CH2:14][NH:13][CH2:12][CH2:11]2)=[O:8])=[CH:5][CH:4]=1.C(O)(=[O:22])C.C(N(C(C)C)C(C)C)C.[Cl:33][C:34]1[CH:41]=[CH:40][C:37]([CH:38]=O)=[CH:36][C:35]=1[O:42][CH2:43][CH3:44].C([BH3-])#N.[Na+]. The catalyst is C(O)C. The product is [Cl:2][C:3]1[CH:19]=[CH:18][C:6]([C:7]([NH:9][C:10]2([C:16]([NH2:17])=[O:22])[CH2:11][CH2:12][N:13]([CH2:38][C:37]3[CH:40]=[CH:41][C:34]([Cl:33])=[C:35]([O:42][CH2:43][CH3:44])[CH:36]=3)[CH2:14][CH2:15]2)=[O:8])=[CH:5][CH:4]=1. The yield is 0.140. (3) The reactants are [Br:1][C:2]1[CH:7]=[CH:6][C:5]([CH:8]([CH3:12])[CH2:9][CH2:10][OH:11])=[CH:4][CH:3]=1.[O:13]1[CH:18]=[CH:17][CH2:16][CH2:15][CH2:14]1.C1(C)C=CC(S(O)(=O)=O)=CC=1. The catalyst is ClCCl. The product is [Br:1][C:2]1[CH:3]=[CH:4][C:5]([CH:8]([CH3:12])[CH2:9][CH2:10][O:11][CH:14]2[CH2:15][CH2:16][CH2:17][CH2:18][O:13]2)=[CH:6][CH:7]=1. The yield is 0.970. (4) The reactants are O[N:2]=[C:3]([C:9](=O)[C:10]1[CH:15]=[CH:14][CH:13]=[CH:12][N:11]=1)[C:4]([O:6][CH2:7][CH3:8])=[O:5].C([O-])(=O)C.[NH4+:21].[F:22][C:23]1[CH:30]=[CH:29][CH:28]=[C:27]([F:31])[C:24]=1[CH:25]=O. The catalyst is C(O)(=O)C.CO. The product is [F:22][C:23]1[CH:30]=[CH:29][CH:28]=[C:27]([F:31])[C:24]=1[C:25]1[NH:2][C:3]([C:4]([O:6][CH2:7][CH3:8])=[O:5])=[C:9]([C:10]2[CH:15]=[CH:14][CH:13]=[CH:12][N:11]=2)[N:21]=1. The yield is 0.0700. (5) The reactants are [Li+].C[Si]([N-][Si](C)(C)C)(C)C.[CH3:11][O:12][C:13]([C:15]1([CH2:29][O:30][CH2:31][C:32]2[CH:37]=[CH:36][C:35]([O:38][CH3:39])=[CH:34][CH:33]=2)[CH2:19][C:18](=[O:20])[N:17]([C:21]2[C:26]([CH3:27])=[CH:25][CH:24]=[CH:23][C:22]=2[CH3:28])[CH2:16]1)=[O:14].I[CH3:41].[NH4+].[Cl-]. The catalyst is C1COCC1. The product is [CH3:11][O:12][C:13]([C:15]1([CH2:29][O:30][CH2:31][C:32]2[CH:37]=[CH:36][C:35]([O:38][CH3:39])=[CH:34][CH:33]=2)[CH:19]([CH3:41])[C:18](=[O:20])[N:17]([C:21]2[C:26]([CH3:27])=[CH:25][CH:24]=[CH:23][C:22]=2[CH3:28])[CH2:16]1)=[O:14]. The yield is 0.930. (6) The reactants are [F:1][C:2]1[CH:22]=[C:21]([S:23]([CH3:26])(=[O:25])=[O:24])[CH:20]=[CH:19][C:3]=1[O:4][C:5]1[C:10]([CH3:11])=[C:9]([O:12][CH:13]2[CH2:18][CH2:17][NH:16][CH2:15][CH2:14]2)[N:8]=[CH:7][N:6]=1.[C:27]([O:31][CH2:32][CH2:33][C:34](O)=[O:35])([CH3:30])([CH3:29])[CH3:28].CN(C(ON1N=NC2C=CC=NC1=2)=[N+](C)C)C.F[P-](F)(F)(F)(F)F.C(N(CC)CC)C. The catalyst is CN(C=O)C. The product is [C:27]([O:31][CH2:32][CH2:33][C:34]([N:16]1[CH2:17][CH2:18][CH:13]([O:12][C:9]2[C:10]([CH3:11])=[C:5]([O:4][C:3]3[CH:19]=[CH:20][C:21]([S:23]([CH3:26])(=[O:24])=[O:25])=[CH:22][C:2]=3[F:1])[N:6]=[CH:7][N:8]=2)[CH2:14][CH2:15]1)=[O:35])([CH3:30])([CH3:29])[CH3:28]. The yield is 0.860. (7) The yield is 0.830. The product is [Cl:17][C:18]1[CH:19]=[C:20]([NH:2][C:1]2[C:3]3[C:4](=[CH:5][CH:6]=[C:7]([N+:9]([O-:11])=[O:10])[CH:8]=3)[N:12]=[CH:13][N:14]=2)[CH:22]=[CH:23][C:24]=1[F:25]. The catalyst is C(O)(=O)C. The reactants are [C:1]([C:3]1[CH:8]=[C:7]([N+:9]([O-:11])=[O:10])[CH:6]=[CH:5][C:4]=1[N:12]=[CH:13][N:14](C)C)#[N:2].[Cl:17][C:18]1[CH:19]=[C:20]([CH:22]=[CH:23][C:24]=1[F:25])N. (8) The reactants are [S:1]1[CH:5]=[CH:4][CH:3]=[C:2]1[C:6]([OH:8])=O.[CH3:9][C:10]1(C)[O:15]C(=O)[CH2:13][C:12](=O)[O:11]1.C1(N=C=NC2CCCCC2)CCCCC1. The catalyst is CN(C)C1C=CN=CC=1.C(Cl)Cl. The product is [CH2:12]([O:11][C:10](=[O:15])[CH2:9][C:6]([C:2]1[S:1][CH:5]=[CH:4][CH:3]=1)=[O:8])[CH3:13]. The yield is 0.960. (9) The reactants are [Cl:1][C:2]1[N:7]2[N:8]=[C:9]([NH:11][C:12](=[O:19])[C:13]3[CH:18]=[CH:17][CH:16]=[N:15][CH:14]=3)[N:10]=[C:6]2[CH:5]=[CH:4][CH:3]=1.[CH:20]1([NH2:27])[CH2:26][CH2:25][CH2:24][CH2:23][CH2:22][CH2:21]1.CCOCC.[ClH:33]. The catalyst is CO. The product is [ClH:1].[ClH:33].[CH:20]1([NH:27][C:2]2[N:7]3[N:8]=[C:9]([NH:11][C:12](=[O:19])[C:13]4[CH:18]=[CH:17][CH:16]=[N:15][CH:14]=4)[N:10]=[C:6]3[CH:5]=[CH:4][CH:3]=2)[CH2:26][CH2:25][CH2:24][CH2:23][CH2:22][CH2:21]1. The yield is 0.420. (10) The reactants are O.[OH-].[Li+].[CH:4]1([C@H:10]([NH:15][C:16]([C:18]2[C:27]([NH:28][C:29](=[O:40])[CH2:30][C:31]3[C:36]([Cl:37])=[CH:35][CH:34]=[C:33]([Cl:38])[C:32]=3[Cl:39])=[CH:26][C:25]3[C:20](=[CH:21][CH:22]=[CH:23][CH:24]=3)[CH:19]=2)=[O:17])[C:11]([O:13]C)=[O:12])[CH2:9][CH2:8][CH2:7][CH2:6][CH2:5]1.CO.Cl. The catalyst is C1COCC1.O. The product is [CH:4]1([C@H:10]([NH:15][C:16]([C:18]2[C:27]([NH:28][C:29](=[O:40])[CH2:30][C:31]3[C:36]([Cl:37])=[CH:35][CH:34]=[C:33]([Cl:38])[C:32]=3[Cl:39])=[CH:26][C:25]3[C:20](=[CH:21][CH:22]=[CH:23][CH:24]=3)[CH:19]=2)=[O:17])[C:11]([OH:13])=[O:12])[CH2:9][CH2:8][CH2:7][CH2:6][CH2:5]1. The yield is 0.880.